This data is from Full USPTO retrosynthesis dataset with 1.9M reactions from patents (1976-2016). The task is: Predict the reactants needed to synthesize the given product. (1) Given the product [CH:29]1([CH2:32][NH:1][C:2]2[CH:3]=[CH:4][CH:5]=[C:6]3[C:10]=2[C:9](=[O:11])[N:8]([C@@H:12]([C:18]2[CH:23]=[CH:22][C:21]([O:24][CH3:25])=[C:20]([O:26][CH2:27][CH3:28])[CH:19]=2)[CH2:13][S:14]([CH3:17])(=[O:15])=[O:16])[CH2:7]3)[CH2:31][CH2:30]1, predict the reactants needed to synthesize it. The reactants are: [NH2:1][C:2]1[CH:3]=[CH:4][CH:5]=[C:6]2[C:10]=1[C:9](=[O:11])[N:8]([CH:12]([C:18]1[CH:23]=[CH:22][C:21]([O:24][CH3:25])=[C:20]([O:26][CH2:27][CH3:28])[CH:19]=1)[CH2:13][S:14]([CH3:17])(=[O:16])=[O:15])[CH2:7]2.[CH:29]1([CH:32]=O)[CH2:31][CH2:30]1.C(O)(=O)C.C(O[BH-](OC(=O)C)OC(=O)C)(=O)C.[Na+]. (2) The reactants are: [CH3:1][O:2][C:3]1[CH:8]=[CH:7][C:6]([N:9](C(OC(C)(C)C)=O)[NH:10]C(OC(C)(C)C)=O)=[CH:5][C:4]=1[CH3:25].[ClH:26]. Given the product [ClH:26].[CH3:1][O:2][C:3]1[CH:8]=[CH:7][C:6]([NH:9][NH2:10])=[CH:5][C:4]=1[CH3:25], predict the reactants needed to synthesize it. (3) Given the product [C:13]([O-:22])(=[O:21])[CH2:14][CH2:15][CH2:16][CH2:17][CH2:18][CH2:19][CH3:20].[CH2:2]([N+:6]1[CH:11]=[CH:10][CH:9]=[C:8]([CH3:12])[CH:7]=1)[CH2:3][CH2:4][CH3:5], predict the reactants needed to synthesize it. The reactants are: [Cl-].[CH2:2]([N+:6]1[CH:11]=[CH:10][CH:9]=[C:8]([CH3:12])[CH:7]=1)[CH2:3][CH2:4][CH3:5].[C:13]([O-:22])(=[O:21])[CH2:14][CH2:15][CH2:16][CH2:17][CH2:18][CH2:19][CH3:20].[Na+]. (4) Given the product [NH2:29][C:27]1[CH:28]=[C:23]([C:21]([C:14]2[C:15]3[CH:16]=[N:17][CH:18]=[CH:19][C:20]=3[N:12]([CH:10]([CH3:11])[CH2:9][OH:8])[CH:13]=2)=[O:22])[CH:24]=[N:25][CH:26]=1, predict the reactants needed to synthesize it. The reactants are: [Si]([O:8][CH2:9][CH:10]([N:12]1[C:20]2[CH:19]=[CH:18][N:17]=[CH:16][C:15]=2[C:14]([C:21]([C:23]2[CH:24]=[N:25][CH:26]=[C:27]([N:29]=C(C3C=CC=CC=3)C3C=CC=CC=3)[CH:28]=2)=[O:22])=[CH:13]1)[CH3:11])(C(C)(C)C)(C)C.C(O)(C(F)(F)F)=O. (5) Given the product [C:46]1([C:33]([C:34]2[CH:39]=[CH:38][CH:37]=[CH:36][CH:35]=2)([C:40]2[CH:41]=[CH:42][CH:43]=[CH:44][CH:45]=2)[N:32]2[C:28]([C:23]3[CH:24]=[CH:25][CH:26]=[CH:27][C:22]=3[C:19]3[CH:20]=[CH:21][C:16]([CH2:15][N:5]4[C@@H:4]([CH:1]([CH3:3])[CH3:2])[CH2:8][O:7][CH:6]4[C:9]4[S:10][CH:11]=[CH:12][CH:13]=4)=[CH:17][CH:18]=3)=[N:29][N:30]=[N:31]2)[CH:51]=[CH:50][CH:49]=[CH:48][CH:47]=1, predict the reactants needed to synthesize it. The reactants are: [CH:1]([C@H:4]1[CH2:8][O:7][CH:6]([C:9]2[S:10][CH:11]=[CH:12][CH:13]=2)[NH:5]1)([CH3:3])[CH3:2].Br[CH2:15][C:16]1[CH:21]=[CH:20][C:19]([C:22]2[CH:27]=[CH:26][CH:25]=[CH:24][C:23]=2[C:28]2[N:32]([C:33]([C:46]3[CH:51]=[CH:50][CH:49]=[CH:48][CH:47]=3)([C:40]3[CH:45]=[CH:44][CH:43]=[CH:42][CH:41]=3)[C:34]3[CH:39]=[CH:38][CH:37]=[CH:36][CH:35]=3)[N:31]=[N:30][N:29]=2)=[CH:18][CH:17]=1.C([O-])([O-])=O.[K+].[K+]. (6) The reactants are: [H-].[Na+].[CH2:3]([C:7]1[CH:8]=[C:9]([NH:24][C:25]([C:27]2[C:28]([CH3:34])=[N:29][N:30]([CH3:33])[C:31]=2[CH3:32])=[O:26])[CH:10]=[CH:11][C:12]=1[C:13]([O:22][CH3:23])([C:18]([F:21])([F:20])[F:19])[C:14]([F:17])([F:16])[F:15])[CH:4]([CH3:6])[CH3:5].[CH2:35]([O:37][CH2:38]Cl)[CH3:36].Cl. Given the product [CH2:35]([O:37][CH2:38][N:24]([C:9]1[CH:10]=[CH:11][C:12]([C:13]([O:22][CH3:23])([C:14]([F:17])([F:15])[F:16])[C:18]([F:20])([F:21])[F:19])=[C:7]([CH2:3][CH:4]([CH3:6])[CH3:5])[CH:8]=1)[C:25]([C:27]1[C:28]([CH3:34])=[N:29][N:30]([CH3:33])[C:31]=1[CH3:32])=[O:26])[CH3:36], predict the reactants needed to synthesize it.